Task: Predict the reactants needed to synthesize the given product.. Dataset: Full USPTO retrosynthesis dataset with 1.9M reactions from patents (1976-2016) (1) The reactants are: [CH:1]([S:4][C:5]1[CH:13]=[CH:12][C:11]([S:14]([CH3:17])(=[O:16])=[O:15])=[CH:10][C:6]=1[C:7]([OH:9])=O)([CH3:3])[CH3:2].FC(F)(F)C(O)=O.[F:25][C:26]([F:39])([F:38])[C:27]1[S:31][C:30]([N:32]2[CH2:37][CH2:36][NH:35][CH2:34][CH2:33]2)=[N:29][N:28]=1. Given the product [CH:1]([S:4][C:5]1[CH:13]=[CH:12][C:11]([S:14]([CH3:17])(=[O:16])=[O:15])=[CH:10][C:6]=1[C:7]([N:35]1[CH2:34][CH2:33][N:32]([C:30]2[S:31][C:27]([C:26]([F:38])([F:25])[F:39])=[N:28][N:29]=2)[CH2:37][CH2:36]1)=[O:9])([CH3:2])[CH3:3], predict the reactants needed to synthesize it. (2) The reactants are: [CH3:1][C:2]1[CH:7]=[C:6]([O:8][CH2:9][CH2:10][CH:11]([C:16]2[S:17][C:18]3[CH:25]=[C:24]([C:26]([F:29])([F:28])[F:27])[CH:23]=[CH:22][C:19]=3[C:20]=2[CH3:21])[CH2:12][CH2:13][O:14][CH3:15])[CH:5]=[CH:4][C:3]=1[O:30][CH2:31][C:32]([O:34]CC)=[O:33].[OH-].[Na+]. Given the product [CH3:1][C:2]1[CH:7]=[C:6]([O:8][CH2:9][CH2:10][CH:11]([C:16]2[S:17][C:18]3[CH:25]=[C:24]([C:26]([F:27])([F:28])[F:29])[CH:23]=[CH:22][C:19]=3[C:20]=2[CH3:21])[CH2:12][CH2:13][O:14][CH3:15])[CH:5]=[CH:4][C:3]=1[O:30][CH2:31][C:32]([OH:34])=[O:33], predict the reactants needed to synthesize it. (3) The reactants are: [OH-].[Na+].[C:3]([O:7][C:8]([N:10]([CH:39]1[CH2:43][CH2:42][CH2:41][CH2:40]1)[CH2:11][CH2:12][CH2:13][C:14]1[CH:19]=[CH:18][C:17]([C:20]([C:22]2[N:30]3[C:25]([CH:26]=[C:27]([C:31]([O:33]C(C)C)=[O:32])[CH:28]=[CH:29]3)=[CH:24][C:23]=2[CH2:37][CH3:38])=[O:21])=[CH:16][CH:15]=1)=[O:9])([CH3:6])([CH3:5])[CH3:4]. Given the product [C:3]([O:7][C:8]([N:10]([CH:39]1[CH2:40][CH2:41][CH2:42][CH2:43]1)[CH2:11][CH2:12][CH2:13][C:14]1[CH:15]=[CH:16][C:17]([C:20]([C:22]2[N:30]3[C:25]([CH:26]=[C:27]([C:31]([OH:33])=[O:32])[CH:28]=[CH:29]3)=[CH:24][C:23]=2[CH2:37][CH3:38])=[O:21])=[CH:18][CH:19]=1)=[O:9])([CH3:4])([CH3:5])[CH3:6], predict the reactants needed to synthesize it. (4) Given the product [F:36][C:33]1[CH:34]=[CH:35][C:30]([CH2:29][NH:28][C:26]([C:10]2[N:11]=[C:12]3[C:19]([CH3:21])([CH3:20])[N:18]([CH2:22][C:23]4[O:25][C:45]([CH3:44])=[CH:46][N:48]=4)[CH2:17][CH2:16][N:13]3[C:14](=[O:15])[C:9]=2[OH:8])=[O:27])=[CH:31][CH:32]=1, predict the reactants needed to synthesize it. The reactants are: C([O:8][C:9]1[C:14](=[O:15])[N:13]2[CH2:16][CH2:17][N:18]([CH2:22][C:23]([O-:25])=O)[C:19]([CH3:21])([CH3:20])[C:12]2=[N:11][C:10]=1[C:26]([NH:28][CH2:29][C:30]1[CH:35]=[CH:34][C:33]([F:36])=[CH:32][CH:31]=1)=[O:27])C1C=CC=CC=1.[Li+].C(Cl)CCl.C1C=[CH:44][C:45]2N(O)N=[N:48][C:46]=2C=1. (5) Given the product [CH3:22][C:23]1[CH:24]=[C:25]([NH:26][C:19]2[C:20]3[N:12]([CH2:11][CH2:10][OH:9])[CH:13]=[CH:14][C:15]=3[N:16]=[CH:17][N:18]=2)[CH:27]=[CH:28][C:29]=1[O:30][C:31]1[CH:36]=[CH:35][CH:34]=[C:33](/[CH:37]=[CH:38]/[CH:39]([CH3:40])[CH3:41])[CH:32]=1, predict the reactants needed to synthesize it. The reactants are: C([O:9][CH2:10][CH2:11][N:12]1[C:20]2[C:19](Cl)=[N:18][CH:17]=[N:16][C:15]=2[CH:14]=[CH:13]1)(=O)C1C=CC=CC=1.[CH3:22][C:23]1[CH:24]=[C:25]([CH:27]=[CH:28][C:29]=1[O:30][C:31]1[CH:36]=[CH:35][CH:34]=[C:33](/[CH:37]=[CH:38]/[CH:39]([CH3:41])[CH3:40])[CH:32]=1)[NH2:26].[OH-].[Na+]. (6) Given the product [C:1]([O:5][C:6](=[O:37])[NH:7][C@H:8]([C@@H:18]1[O:22][C:21](=[O:23])[N:20]([C:24]2([C:27]3[CH:32]=[CH:31][CH:30]=[C:29]([C:33]([CH3:36])([CH3:35])[CH3:34])[CH:28]=3)[CH2:26][CH2:25]2)[CH2:19]1)[CH2:9][C:10]1[CH:15]=[CH:14][C:13]([NH:16][C:38](=[O:39])[C:40]([F:43])([F:42])[F:41])=[C:12]([Br:17])[CH:11]=1)([CH3:3])([CH3:4])[CH3:2], predict the reactants needed to synthesize it. The reactants are: [C:1]([O:5][C:6](=[O:37])[NH:7][C@H:8]([C@@H:18]1[O:22][C:21](=[O:23])[N:20]([C:24]2([C:27]3[CH:32]=[CH:31][CH:30]=[C:29]([C:33]([CH3:36])([CH3:35])[CH3:34])[CH:28]=3)[CH2:26][CH2:25]2)[CH2:19]1)[CH2:9][C:10]1[CH:15]=[CH:14][C:13]([NH2:16])=[C:12]([Br:17])[CH:11]=1)([CH3:4])([CH3:3])[CH3:2].[C:38](O[C:38]([C:40]([F:43])([F:42])[F:41])=[O:39])([C:40]([F:43])([F:42])[F:41])=[O:39].CCCCCC.CCOC(C)=O.N. (7) Given the product [C:1]([O:4][CH:5]1[C:6]([O:53][CH:71]([O:74][CH2:75][CH3:76])[CH3:72])([CH3:52])[CH2:7][CH2:8][CH:9]([O:44][Si:45]([CH2:48][CH3:49])([CH2:46][CH3:47])[CH2:50][CH3:51])[CH2:10][C:11]([O:13][CH:14](/[C:19](/[CH3:43])=[CH:20]/[CH:21]=[CH:22]/[CH:23]([CH3:42])[CH2:24][CH:25]2[O:41][CH:26]2[CH:27]([CH3:40])[CH:28]([O:31][C:32](=[O:39])[C:33]2[CH:34]=[CH:35][CH:36]=[CH:37][CH:38]=2)[CH2:29][CH3:30])[CH:15]([CH3:18])[CH:16]=[CH:17]1)=[O:12])(=[O:3])[CH3:2], predict the reactants needed to synthesize it. The reactants are: [C:1]([O:4][CH:5]1[C:6]([OH:53])([CH3:52])[CH2:7][CH2:8][CH:9]([O:44][Si:45]([CH2:50][CH3:51])([CH2:48][CH3:49])[CH2:46][CH3:47])[CH2:10][C:11]([O:13][CH:14](/[C:19](/[CH3:43])=[CH:20]/[CH:21]=[CH:22]/[CH:23]([CH3:42])[CH2:24][CH:25]2[O:41][CH:26]2[CH:27]([CH3:40])[CH:28]([O:31][C:32](=[O:39])[C:33]2[CH:38]=[CH:37][CH:36]=[CH:35][CH:34]=2)[CH2:29][CH3:30])[CH:15]([CH3:18])[CH:16]=[CH:17]1)=[O:12])(=[O:3])[CH3:2].C1(C)C=CC(S([O-])(=O)=O)=CC=1.[NH+]1C=CC=CC=1.[C:71]([O:74][CH2:75][CH3:76])(=O)[CH3:72].